This data is from Full USPTO retrosynthesis dataset with 1.9M reactions from patents (1976-2016). The task is: Predict the reactants needed to synthesize the given product. (1) Given the product [F:52][C:51]([F:54])([F:53])[C:49]([OH:55])=[O:50].[Cl:1][C:2]1[CH:7]=[CH:6][C:5]([CH2:8][C@@H:9]([NH:29][C:30]([C@@H:32]2[CH2:41][C:40]3[C:35](=[CH:36][CH:37]=[CH:38][CH:39]=3)[CH2:34][NH:33]2)=[O:31])[C:10]([N:12]2[CH2:17][CH2:16][CH:15]([C:18]3[CH:23]=[CH:22][CH:21]=[CH:20][C:19]=3[NH:24][C:25]([O:27][CH3:28])=[O:26])[CH2:14][CH2:13]2)=[O:11])=[CH:4][CH:3]=1, predict the reactants needed to synthesize it. The reactants are: [Cl:1][C:2]1[CH:7]=[CH:6][C:5]([CH2:8][C@@H:9]([NH:29][C:30]([C@@H:32]2[CH2:41][C:40]3[C:35](=[CH:36][CH:37]=[CH:38][CH:39]=3)[CH2:34][N:33]2C(OC(C)(C)C)=O)=[O:31])[C:10]([N:12]2[CH2:17][CH2:16][CH:15]([C:18]3[CH:23]=[CH:22][CH:21]=[CH:20][C:19]=3[NH:24][C:25]([O:27][CH3:28])=[O:26])[CH2:14][CH2:13]2)=[O:11])=[CH:4][CH:3]=1.[C:49]([OH:55])([C:51]([F:54])([F:53])[F:52])=[O:50]. (2) Given the product [Cl:1][C:2]1[CH:3]=[CH:4][C:5]([O:32][CH3:33])=[C:6]([NH:8][C:9](=[O:31])[CH2:10][N:11]2[C:19]3[CH2:18][CH2:17][NH:16][CH2:15][C:14]=3[C:13]([C:27]([F:30])([F:29])[F:28])=[N:12]2)[CH:7]=1, predict the reactants needed to synthesize it. The reactants are: [Cl:1][C:2]1[CH:3]=[CH:4][C:5]([O:32][CH3:33])=[C:6]([NH:8][C:9](=[O:31])[CH2:10][N:11]2[C:19]3[CH2:18][CH2:17][N:16](C(OC(C)(C)C)=O)[CH2:15][C:14]=3[C:13]([C:27]([F:30])([F:29])[F:28])=[N:12]2)[CH:7]=1.FC(F)(F)C(O)=O. (3) Given the product [O:17]=[C:15]1[C:14]2[C:13](=[CH:21][CH:20]=[CH:19][CH:18]=2)[C:12](=[O:22])[N:16]1[CH2:2][C:3]1[CH:10]=[CH:9][C:8]([F:11])=[CH:7][C:4]=1[C:5]#[N:6], predict the reactants needed to synthesize it. The reactants are: Br[CH2:2][C:3]1[CH:10]=[CH:9][C:8]([F:11])=[CH:7][C:4]=1[C:5]#[N:6].[C:12]1(=[O:22])[NH:16][C:15](=[O:17])[C:14]2=[CH:18][CH:19]=[CH:20][CH:21]=[C:13]12.C([O-])([O-])=O.[Cs+].[Cs+].C([O-])([O-])=O.[K+].[K+]. (4) Given the product [Cl:18][C:19]1[N:20]=[CH:21][C:22]([CH2:25][N:4]([CH2:3][CH:2]([F:8])[F:1])[CH2:5][CH:6]=[CH2:7])=[CH:23][CH:24]=1, predict the reactants needed to synthesize it. The reactants are: [F:1][CH:2]([F:8])[CH2:3][NH:4][CH2:5][CH:6]=[CH2:7].C(N(CC)C(C)C)(C)C.[Cl:18][C:19]1[CH:24]=[CH:23][C:22]([CH2:25]Cl)=[CH:21][N:20]=1.